From a dataset of Peptide-MHC class II binding affinity with 134,281 pairs from IEDB. Regression. Given a peptide amino acid sequence and an MHC pseudo amino acid sequence, predict their binding affinity value. This is MHC class II binding data. (1) The peptide sequence is KLFNDPASPVAGNPH. The binding affinity (normalized) is 0.458. The MHC is H-2-IAb with pseudo-sequence H-2-IAb. (2) The peptide sequence is ILPNTLVLDFCDDAL. The MHC is DRB3_0101 with pseudo-sequence DRB3_0101. The binding affinity (normalized) is 0.429. (3) The peptide sequence is NLRLKGVTCRLFRQQ. The MHC is DRB1_0401 with pseudo-sequence DRB1_0401. The binding affinity (normalized) is 0.468. (4) The peptide sequence is MGVSDVPRDLEVVAA. The MHC is HLA-DPA10301-DPB10402 with pseudo-sequence HLA-DPA10301-DPB10402. The binding affinity (normalized) is 0.297.